This data is from Forward reaction prediction with 1.9M reactions from USPTO patents (1976-2016). The task is: Predict the product of the given reaction. (1) Given the reactants [CH3:1][O:2][C:3]1[CH:12]=[C:11]2[C:6]([C:7]([O:13][C:14]3[CH:19]=[CH:18][C:17]([NH2:20])=[CH:16][CH:15]=3)=[CH:8][CH:9]=[N:10]2)=[N:5][CH:4]=1.[N:21]1([C:28]2[C:37]3[C:32](=[CH:33][CH:34]=[CH:35][CH:36]=3)[C:31](Cl)=[N:30][N:29]=2)[CH2:27][CH2:26][CH2:25][CH2:24][CH2:23][CH2:22]1.C(O)(C(F)(F)F)=O, predict the reaction product. The product is: [N:21]1([C:28]2[C:37]3[C:32](=[CH:33][CH:34]=[CH:35][CH:36]=3)[C:31]([NH:20][C:17]3[CH:18]=[CH:19][C:14]([O:13][C:7]4[C:6]5[C:11](=[CH:12][C:3]([O:2][CH3:1])=[CH:4][N:5]=5)[N:10]=[CH:9][CH:8]=4)=[CH:15][CH:16]=3)=[N:30][N:29]=2)[CH2:22][CH2:23][CH2:24][CH2:25][CH2:26][CH2:27]1. (2) The product is: [Br:18][C:19]1[CH:27]=[CH:26][C:22]2[C:23](=[O:24])[N:2]=[C:1]([C:3]3[CH:8]=[C:7]([CH2:9][CH2:10][C:11]([O:13][C:14]([CH3:17])([CH3:16])[CH3:15])=[O:12])[CH:6]=[CH:5][N:4]=3)[S:28][C:21]=2[CH:20]=1. Given the reactants [C:1]([C:3]1[CH:8]=[C:7]([CH2:9][CH2:10][C:11]([O:13][C:14]([CH3:17])([CH3:16])[CH3:15])=[O:12])[CH:6]=[CH:5][N:4]=1)#[N:2].[Br:18][C:19]1[CH:20]=[C:21]([SH:28])[C:22](=[CH:26][CH:27]=1)[C:23](O)=[O:24], predict the reaction product. (3) Given the reactants [Br:1][C:2]1[CH:3]=[C:4]2[C:9](=[CH:10][CH:11]=1)[N:8]=[C:7]([C:12]1[CH:17]=[CH:16][CH:15]=[CH:14][CH:13]=1)[C:6]([CH2:18][CH2:19][CH2:20][CH2:21][C:22]([OH:24])=[O:23])=[CH:5]2.C(OC(C(F)(F)F)=O)(C(F)(F)F)=O.[CH3:38][C:39](O)([CH3:41])[CH3:40], predict the reaction product. The product is: [Br:1][C:2]1[CH:3]=[C:4]2[C:9](=[CH:10][CH:11]=1)[N:8]=[C:7]([C:12]1[CH:17]=[CH:16][CH:15]=[CH:14][CH:13]=1)[C:6]([CH2:18][CH2:19][CH2:20][CH2:21][C:22]([O:24][C:39]([CH3:41])([CH3:40])[CH3:38])=[O:23])=[CH:5]2. (4) Given the reactants [C:1]([NH:5][C:6]([C:8]1[C:16]2[C:11](=[N:12][CH:13]=[C:14]([C:17]3[C:25]4[C:20](=[CH:21][CH:22]=[C:23]([O:26][CH:27]([F:29])[F:28])[CH:24]=4)[NH:19][N:18]=3)[N:15]=2)[N:10]([CH2:30][O:31][CH2:32][CH2:33][Si:34]([CH3:37])([CH3:36])[CH3:35])[CH:9]=1)=[O:7])([CH3:4])([CH3:3])[CH3:2].Cl[CH2:39][CH2:40][CH2:41][N:42]1[CH2:46][CH2:45][C:44]([F:48])([F:47])[CH2:43]1.C(=O)([O-])[O-].[Cs+].[Cs+], predict the reaction product. The product is: [C:1]([NH:5][C:6]([C:8]1[C:16]2[C:11](=[N:12][CH:13]=[C:14]([C:17]3[C:25]4[C:20](=[CH:21][CH:22]=[C:23]([O:26][CH:27]([F:28])[F:29])[CH:24]=4)[N:19]([CH2:39][CH2:40][CH2:41][N:42]4[CH2:46][CH2:45][C:44]([F:48])([F:47])[CH2:43]4)[N:18]=3)[N:15]=2)[N:10]([CH2:30][O:31][CH2:32][CH2:33][Si:34]([CH3:37])([CH3:36])[CH3:35])[CH:9]=1)=[O:7])([CH3:4])([CH3:3])[CH3:2]. (5) The product is: [CH2:37]([N:35]1[CH:36]=[C:32]([C:25]2[N:26]([CH3:31])[C:27]3[C:23]([N:24]=2)=[C:22]([N:1]2[CH2:2][CH2:3][CH:4]([N:7]4[C:11]5[CH:12]=[CH:13][CH:14]=[CH:15][C:10]=5[NH:9][C:8]4=[O:16])[CH2:5][CH2:6]2)[N:30]=[CH:29][N:28]=3)[CH:33]=[N:34]1)[CH3:38]. Given the reactants [NH:1]1[CH2:6][CH2:5][CH:4]([N:7]2[C:11]3[CH:12]=[CH:13][CH:14]=[CH:15][C:10]=3[NH:9][C:8]2=[O:16])[CH2:3][CH2:2]1.C(O)(C)C.Cl[C:22]1[N:30]=[CH:29][N:28]=[C:27]2[C:23]=1[N:24]=[C:25]([C:32]1[CH:33]=[N:34][N:35]([CH2:37][CH3:38])[CH:36]=1)[N:26]2[CH3:31], predict the reaction product.